This data is from Reaction yield outcomes from USPTO patents with 853,638 reactions. The task is: Predict the reaction yield, written as a fraction of the theoretical maximum amount of product (1.0 means a 100% yield; for example, 0.34 means a 34% yield). (1) The reactants are [C:1]([O:5][C:6]([NH:8][C@@H:9]1[CH2:14][CH2:13][C@H:12]([C:15](O)=[O:16])[CH2:11][CH2:10]1)=[O:7])([CH3:4])([CH3:3])[CH3:2].CN1CCOCC1.ClC(OCC(C)C)=O.[BH4-].[Na+]. The catalyst is C1COCC1.CO. The product is [C:1]([O:5][C:6]([NH:8][C@H:9]1[CH2:10][CH2:11][C@@H:12]([CH2:15][OH:16])[CH2:13][CH2:14]1)=[O:7])([CH3:4])([CH3:3])[CH3:2]. The yield is 1.00. (2) The product is [S:7]([O:12][CH2:13][C@H:14]1[O:19][CH2:18][CH2:17][N:16]([C:20]([O:22][C:23]([CH3:26])([CH3:25])[CH3:24])=[O:21])[CH2:15]1)([C:2]1[CH:1]=[CH:6][C:5]([CH3:27])=[CH:4][CH:3]=1)(=[O:8])=[O:9]. The yield is 0.970. The catalyst is CN(C1C=CN=CC=1)C.ClCCl. The reactants are [C:1]1(C)[C:2]([S:7](Cl)(=[O:9])=[O:8])=[CH:3][CH:4]=[CH:5][CH:6]=1.[OH:12][CH2:13][C@H:14]1[O:19][CH2:18][CH2:17][N:16]([C:20]([O:22][C:23]([CH3:26])([CH3:25])[CH3:24])=[O:21])[CH2:15]1.[CH2:27](N(CC)CC)C. (3) The reactants are [C:1]([O:5][C:6](=[O:20])[N:7]([CH2:9][C@H:10]1[CH2:15][CH2:14][C@H:13]([CH:16]=[C:17](Br)Br)[CH2:12][CH2:11]1)[CH3:8])([CH3:4])([CH3:3])[CH3:2].C([Li])CCC.[CH2:26]=[O:27]. The catalyst is O1CCCC1. The product is [C:1]([O:5][C:6](=[O:20])[N:7]([CH2:9][C@H:10]1[CH2:15][CH2:14][C@H:13]([C:16]#[C:17][CH2:26][OH:27])[CH2:12][CH2:11]1)[CH3:8])([CH3:4])([CH3:3])[CH3:2]. The yield is 0.540.